This data is from Full USPTO retrosynthesis dataset with 1.9M reactions from patents (1976-2016). The task is: Predict the reactants needed to synthesize the given product. (1) The reactants are: [CH2:1]([O:8][NH:9][C@@H:10]([CH2:21][O:22][C:23]1[CH:28]=[CH:27][C:26]([Br:29])=[CH:25][CH:24]=1)[CH2:11][N:12]1[C:16](=[O:17])[C:15]([CH3:19])([CH3:18])[NH:14][C:13]1=[O:20])[C:2]1[CH:7]=[CH:6][CH:5]=[CH:4][CH:3]=1.[C:30](OC(=O)C)(=[O:32])C. Given the product [CH2:1]([O:8][N:9]([C@H:10]([CH2:11][N:12]1[C:16](=[O:17])[C:15]([CH3:18])([CH3:19])[NH:14][C:13]1=[O:20])[CH2:21][O:22][C:23]1[CH:24]=[CH:25][C:26]([Br:29])=[CH:27][CH:28]=1)[CH:30]=[O:32])[C:2]1[CH:3]=[CH:4][CH:5]=[CH:6][CH:7]=1, predict the reactants needed to synthesize it. (2) Given the product [OH:2][C:3]1[CH:11]=[C:10]2[C:6]([C:7]([CH3:12])=[N:8][NH:9]2)=[CH:5][CH:4]=1, predict the reactants needed to synthesize it. The reactants are: C[O:2][C:3]1[CH:11]=[C:10]2[C:6]([C:7]([CH3:12])=[N:8][NH:9]2)=[CH:5][CH:4]=1.B(Br)(Br)Br. (3) Given the product [Br:12][C:11]1[CH:10]=[CH:9][C:5]([C:6]([N:48]2[CH2:49][CH2:50][N:45]([CH3:44])[CH2:46][CH2:47]2)=[O:8])=[CH:4][C:3]=1[O:2][CH3:1], predict the reactants needed to synthesize it. The reactants are: [CH3:1][O:2][C:3]1[CH:4]=[C:5]([CH:9]=[CH:10][C:11]=1[Br:12])[C:6]([OH:8])=O.CN1CCOCC1.CN(C(ON1N=NC2C=CC=NC1=2)=[N+](C)C)C.F[P-](F)(F)(F)(F)F.[CH3:44][N:45]1[CH2:50][CH2:49][NH:48][CH2:47][CH2:46]1. (4) Given the product [C:20]([C:24]1[CH:29]=[C:28]([NH:30][C:31]([NH:19][C:12]2[C:13]3[C:18](=[CH:17][CH:16]=[CH:15][CH:14]=3)[C:9]([O:8][C:6]3[CH:5]=[CH:4][N:3]=[C:2]([Cl:1])[CH:7]=3)=[CH:10][CH:11]=2)=[O:32])[C:27]([O:40][CH3:41])=[C:26]([NH:42][S:43]([CH3:46])(=[O:44])=[O:45])[CH:25]=1)([CH3:23])([CH3:21])[CH3:22], predict the reactants needed to synthesize it. The reactants are: [Cl:1][C:2]1[CH:7]=[C:6]([O:8][C:9]2[C:18]3[C:13](=[CH:14][CH:15]=[CH:16][CH:17]=3)[C:12]([NH2:19])=[CH:11][CH:10]=2)[CH:5]=[CH:4][N:3]=1.[C:20]([C:24]1[CH:25]=[C:26]([NH:42][S:43]([CH3:46])(=[O:45])=[O:44])[C:27]([O:40][CH3:41])=[C:28]([NH:30][C:31](=O)[O:32]C2C=CC=CC=2)[CH:29]=1)([CH3:23])([CH3:22])[CH3:21]. (5) Given the product [F:8][C:7]1[C:2]([C:16]#[C:15][CH2:14][CH2:13][OH:17])=[C:3]([F:12])[C:4]([F:11])=[C:5]([F:10])[C:6]=1[F:9], predict the reactants needed to synthesize it. The reactants are: Br[C:2]1[C:7]([F:8])=[C:6]([F:9])[C:5]([F:10])=[C:4]([F:11])[C:3]=1[F:12].[CH2:13]([OH:17])[CH2:14][C:15]#[CH:16].COC(C)(C)C.